From a dataset of NCI-60 drug combinations with 297,098 pairs across 59 cell lines. Regression. Given two drug SMILES strings and cell line genomic features, predict the synergy score measuring deviation from expected non-interaction effect. (1) Drug 1: C1=CC(=C2C(=C1NCCNCCO)C(=O)C3=C(C=CC(=C3C2=O)O)O)NCCNCCO. Drug 2: CCCCC(=O)OCC(=O)C1(CC(C2=C(C1)C(=C3C(=C2O)C(=O)C4=C(C3=O)C=CC=C4OC)O)OC5CC(C(C(O5)C)O)NC(=O)C(F)(F)F)O. Cell line: SF-268. Synergy scores: CSS=48.0, Synergy_ZIP=5.45, Synergy_Bliss=4.15, Synergy_Loewe=-4.44, Synergy_HSA=5.27. (2) Drug 1: C1CCC(C1)C(CC#N)N2C=C(C=N2)C3=C4C=CNC4=NC=N3. Drug 2: CN1C2=C(C=C(C=C2)N(CCCl)CCCl)N=C1CCCC(=O)O.Cl. Cell line: SF-539. Synergy scores: CSS=3.98, Synergy_ZIP=-2.06, Synergy_Bliss=-2.74, Synergy_Loewe=-6.55, Synergy_HSA=-2.42.